From a dataset of Catalyst prediction with 721,799 reactions and 888 catalyst types from USPTO. Predict which catalyst facilitates the given reaction. Reactant: Cl.[F:2][C:3]1[CH:8]=[CH:7][CH:6]=[CH:5][C:4]=1[NH:9][NH2:10].C(N(CC)CC)C.[NH:18]1[C:23]2[CH:24]=[CH:25][CH:26]=[CH:27][C:22]=2[C:21](=O)[O:20]C1=O. Product: [F:2][C:3]1[CH:8]=[CH:7][CH:6]=[CH:5][C:4]=1[NH:9][NH:10][C:21](=[O:20])[C:22]1[CH:27]=[CH:26][CH:25]=[CH:24][C:23]=1[NH2:18]. The catalyst class is: 8.